This data is from Catalyst prediction with 721,799 reactions and 888 catalyst types from USPTO. The task is: Predict which catalyst facilitates the given reaction. (1) Reactant: [C:1]1([N:7]2[C:11]([NH2:12])=[C:10]3[CH2:13][CH2:14][CH2:15][C:9]3=[N:8]2)[CH:6]=[CH:5][CH:4]=[CH:3][CH:2]=1.[OH-].[Na+].[C:18]1([O:24][C:25](Cl)=[O:26])[CH:23]=[CH:22][CH:21]=[CH:20][CH:19]=1. Product: [C:1]1([N:7]2[C:11]([NH:12][C:25](=[O:26])[O:24][C:18]3[CH:23]=[CH:22][CH:21]=[CH:20][CH:19]=3)=[C:10]3[CH2:13][CH2:14][CH2:15][C:9]3=[N:8]2)[CH:2]=[CH:3][CH:4]=[CH:5][CH:6]=1. The catalyst class is: 25. (2) Reactant: [OH:1][CH2:2][C:3]1[CH:18]=[CH:17][C:6]([O:7][CH2:8][C:9]([C:11]2[CH:16]=[CH:15][CH:14]=[CH:13][CH:12]=2)=[O:10])=[CH:5][CH:4]=1.[C:19]([CH:21]([C:27]1[CH:32]=[CH:31][C:30](O)=[CH:29][CH:28]=1)[CH2:22][C:23]([O:25][CH3:26])=[O:24])#[N:20].C(P(CCCC)CCCC)CCC.N(C(N1CCCCC1)=O)=NC(N1CCCCC1)=O. Product: [C:19]([CH:21]([C:27]1[CH:32]=[CH:31][C:30]([O:1][CH2:2][C:3]2[CH:4]=[CH:5][C:6]([O:7][CH2:8][C:9](=[O:10])[C:11]3[CH:12]=[CH:13][CH:14]=[CH:15][CH:16]=3)=[CH:17][CH:18]=2)=[CH:29][CH:28]=1)[CH2:22][C:23]([O:25][CH3:26])=[O:24])#[N:20]. The catalyst class is: 345. (3) Reactant: [CH2:1]([C:3]1[CH:4]=[CH:5][C:6]([NH2:9])=[N:7][CH:8]=1)[CH3:2].[H-].[Na+].Br[C:13]1[C:14]2[N:15]([CH:20]=[CH:21][N:22]=2)[N:16]=[C:17]([Cl:19])[CH:18]=1.[NH4+].[Cl-]. Product: [Cl:19][C:17]1[CH:18]=[C:13]([NH:9][C:6]2[CH:5]=[CH:4][C:3]([CH2:1][CH3:2])=[CH:8][N:7]=2)[C:14]2[N:15]([CH:20]=[CH:21][N:22]=2)[N:16]=1. The catalyst class is: 3. (4) Reactant: [CH3:1][C:2]1[CH:7]=[CH:6][C:5]([NH:8][C:9](=[O:24])[C:10]2[CH:15]=[CH:14][C:13]([CH2:16][N:17]3[CH2:22][CH2:21][N:20]([CH3:23])[CH2:19][CH2:18]3)=[CH:12][CH:11]=2)=[CH:4][C:3]=1[NH:25][C:26]([N:28]1[C:32]2[N:33]=[CH:34][N:35]=[C:36](Cl)[C:31]=2[CH:30]=[CH:29]1)=[O:27].C(Cl)(=O)C.[NH2:42][C:43]1[CH:44]=[C:45]([S:49]([NH2:52])(=[O:51])=[O:50])[CH:46]=[CH:47][CH:48]=1. Product: [CH3:1][C:2]1[CH:7]=[CH:6][C:5]([NH:8][C:9](=[O:24])[C:10]2[CH:15]=[CH:14][C:13]([CH2:16][N:17]3[CH2:22][CH2:21][N:20]([CH3:23])[CH2:19][CH2:18]3)=[CH:12][CH:11]=2)=[CH:4][C:3]=1[NH:25][C:26]([N:28]1[C:32]2[N:33]=[CH:34][N:35]=[C:36]([NH:42][C:43]3[CH:48]=[CH:47][CH:46]=[C:45]([S:49](=[O:51])(=[O:50])[NH2:52])[CH:44]=3)[C:31]=2[CH:30]=[CH:29]1)=[O:27]. The catalyst class is: 51. (5) Reactant: [NH2:1][C:2]1[C:3]2[N:4]([N:9]=[CH:10][C:11]=2C(O)=O)[CH:5]=[C:6]([Br:8])[CH:7]=1.[OH-].[Na+]. Product: [Br:8][C:6]1[CH:7]=[C:2]([NH2:1])[C:3]2[N:4]([N:9]=[CH:10][CH:11]=2)[CH:5]=1. The catalyst class is: 201. (6) Reactant: [C:1]([NH:5][C:6]([C:8]1[C:12]2=[N:13][C:14]([C:17]3[C:25]4[C:20](=[CH:21][C:22]([F:26])=[CH:23][CH:24]=4)[NH:19][N:18]=3)=[CH:15][N:16]=[C:11]2[N:10]([C:27]([C:40]2[CH:45]=[CH:44][CH:43]=[CH:42][CH:41]=2)([C:34]2[CH:39]=[CH:38][CH:37]=[CH:36][CH:35]=2)[C:28]2[CH:33]=[CH:32][CH:31]=[CH:30][CH:29]=2)[CH:9]=1)=[O:7])([CH3:4])([CH3:3])[CH3:2].CS(O[CH2:51][CH2:52][CH:53]1[CH2:57][O:56][C:55]([CH3:59])([CH3:58])[O:54]1)(=O)=O.C([O-])([O-])=O.[K+].[K+].O. Product: [C:1]([NH:5][C:6]([C:8]1[C:12]2=[N:13][C:14]([C:17]3[C:25]4[C:20](=[CH:21][C:22]([F:26])=[CH:23][CH:24]=4)[N:19]([CH2:51][CH2:52][CH:53]4[CH2:57][O:56][C:55]([CH3:59])([CH3:58])[O:54]4)[N:18]=3)=[CH:15][N:16]=[C:11]2[N:10]([C:27]([C:40]2[CH:45]=[CH:44][CH:43]=[CH:42][CH:41]=2)([C:34]2[CH:35]=[CH:36][CH:37]=[CH:38][CH:39]=2)[C:28]2[CH:33]=[CH:32][CH:31]=[CH:30][CH:29]=2)[CH:9]=1)=[O:7])([CH3:4])([CH3:2])[CH3:3]. The catalyst class is: 3. (7) Reactant: [CH:1]1([C:4]2[N:8]([C:9]3[N:14]=[CH:13][C:12]([NH:15][C:16](=[O:24])[CH2:17][C:18]4[CH:23]=[CH:22][CH:21]=[CH:20][N:19]=4)=[CH:11][CH:10]=3)[N:7]=[C:6]([C:25]([F:28])([F:27])[F:26])[CH:5]=2)[CH2:3][CH2:2]1.N1C=CC=CC=1CC(O)=O.[ClH:39]. Product: [ClH:39].[CH:1]1([C:4]2[N:8]([C:9]3[N:14]=[CH:13][C:12]([NH:15][C:16](=[O:24])[CH2:17][C:18]4[CH:23]=[CH:22][CH:21]=[CH:20][N:19]=4)=[CH:11][CH:10]=3)[N:7]=[C:6]([C:25]([F:28])([F:27])[F:26])[CH:5]=2)[CH2:3][CH2:2]1. The catalyst class is: 165. (8) Reactant: [CH:1]([O:4][C:5]([N:7]1[CH2:12][CH2:11][CH:10]([OH:13])[CH2:9][CH2:8]1)=[O:6])([CH3:3])[CH3:2].CC(C)([O-])C.[K+].[Cl:20][C:21]1[CH:26]=[C:25](Cl)[N:24]=[CH:23][N:22]=1. Product: [CH:1]([O:4][C:5]([N:7]1[CH2:8][CH2:9][CH:10]([O:13][C:25]2[CH:26]=[C:21]([Cl:20])[N:22]=[CH:23][N:24]=2)[CH2:11][CH2:12]1)=[O:6])([CH3:3])[CH3:2]. The catalyst class is: 1. (9) Product: [CH3:13][O:14][C:15]1[N:16]=[C:17]([O:23][CH3:24])[C:18]([CH:25]([OH:27])[CH3:26])=[C:19]([O:21][CH3:22])[N:20]=1. Reactant: C(NC(C)C)(C)C.C([Li])CCC.[CH3:13][O:14][C:15]1[N:20]=[C:19]([O:21][CH3:22])[CH:18]=[C:17]([O:23][CH3:24])[N:16]=1.[CH:25](=[O:27])[CH3:26]. The catalyst class is: 188. (10) Reactant: F[C:2]1[C:15]2[C:14](=[O:16])[C:13]3[C:8](=[C:9]([OH:18])[CH:10]=[CH:11][C:12]=3[OH:17])[C:7](=[O:19])[C:6]=2[C:5](F)=[C:4]([F:21])[C:3]=1[F:22].[NH2:23][CH:24]([CH2:26][CH2:27][CH2:28][N:29]([CH2:32][CH3:33])[CH2:30][CH3:31])[CH3:25]. Product: [CH2:30]([N:29]([CH2:32][CH3:33])[CH2:28][CH2:27][CH2:26][CH:24]([NH:23][C:5]1[C:6]2[C:7](=[O:19])[C:8]3[C:13](=[C:12]([OH:17])[CH:11]=[CH:10][C:9]=3[OH:18])[C:14](=[O:16])[C:15]=2[C:2]([NH:23][CH:24]([CH2:26][CH2:27][CH2:28][N:29]([CH2:32][CH3:33])[CH2:30][CH3:31])[CH3:25])=[C:3]([F:22])[C:4]=1[F:21])[CH3:25])[CH3:31]. The catalyst class is: 2.